This data is from Full USPTO retrosynthesis dataset with 1.9M reactions from patents (1976-2016). The task is: Predict the reactants needed to synthesize the given product. Given the product [CH3:16][N:8]([C:5]([CH3:7])([CH2:4][CH2:3][CH:2]=[O:1])[CH3:6])[C:9](=[O:15])[O:10][C:11]([CH3:14])([CH3:12])[CH3:13], predict the reactants needed to synthesize it. The reactants are: [OH:1][CH2:2][CH2:3][CH2:4][C:5]([N:8]([CH3:16])[C:9](=[O:15])[O:10][C:11]([CH3:14])([CH3:13])[CH3:12])([CH3:7])[CH3:6].C(=O)(O)[O-].[Na+].CC(OI1(OC(C)=O)(OC(C)=O)OC(=O)C2C=CC=CC1=2)=O.